This data is from Full USPTO retrosynthesis dataset with 1.9M reactions from patents (1976-2016). The task is: Predict the reactants needed to synthesize the given product. (1) Given the product [Cl:26][C:21]1[CH:22]=[CH:23][CH:24]=[CH:25][C:20]=1[N:19]1[C:15]([C:13]2[N:14]=[C:7]3[C:6]4[CH:28]=[C:2]([C:33]5[CH:34]=[CH:35][C:30]([Cl:29])=[CH:31][CH:32]=5)[CH:3]=[CH:4][C:5]=4[O:11][CH2:10][CH2:9][N:8]3[CH:12]=2)=[N:16][C:17]([NH2:27])=[N:18]1, predict the reactants needed to synthesize it. The reactants are: Br[C:2]1[CH:3]=[CH:4][C:5]2[O:11][CH2:10][CH2:9][N:8]3[CH:12]=[C:13]([C:15]4[N:19]([C:20]5[CH:25]=[CH:24][CH:23]=[CH:22][C:21]=5[Cl:26])[N:18]=[C:17]([NH2:27])[N:16]=4)[N:14]=[C:7]3[C:6]=2[CH:28]=1.[Cl:29][C:30]1[CH:35]=[CH:34][C:33](B(O)O)=[CH:32][CH:31]=1.C([O-])([O-])=O.[Cs+].[Cs+].O. (2) Given the product [CH2:19]([O:18][C:13](=[O:17])[C@H:14]([CH3:16])[NH:6][C:5]1[CH:7]=[CH:8][C:2]([Cl:1])=[C:3]([C:9]([F:10])([F:11])[F:12])[CH:4]=1)[CH3:20], predict the reactants needed to synthesize it. The reactants are: [Cl:1][C:2]1[CH:8]=[CH:7][C:5]([NH2:6])=[CH:4][C:3]=1[C:9]([F:12])([F:11])[F:10].[C:13]([O:18][CH2:19][CH3:20])(=[O:17])[C:14]([CH3:16])=O. (3) Given the product [OH:19][C:20]1([C:33]#[C:34][CH2:35][OH:36])[CH2:25][CH2:24][N:23]([C:26]([O:28][C:29]([CH3:30])([CH3:31])[CH3:32])=[O:27])[CH2:22][CH2:21]1, predict the reactants needed to synthesize it. The reactants are: [F-].C([N+](CCCC)(CCCC)CCCC)CCC.[OH:19][C:20]1([C:33]#[C:34][CH2:35][O:36][Si](C)(C)C)[CH2:25][CH2:24][N:23]([C:26]([O:28][C:29]([CH3:32])([CH3:31])[CH3:30])=[O:27])[CH2:22][CH2:21]1. (4) Given the product [Cl:30][C:18]1[CH:17]=[C:16]([NH:15][C:13]2[C:14]3[N:6]([CH2:5][CH2:4][NH:3][C:54](=[O:37])[CH2:55][S:35][CH2:34][CH3:33])[CH:7]=[CH:8][C:9]=3[N:10]=[CH:11][N:12]=2)[CH:21]=[CH:20][C:19]=1[O:22][C:23]1[CH:28]=[CH:27][CH:26]=[C:25]([Cl:29])[CH:24]=1, predict the reactants needed to synthesize it. The reactants are: Cl.Cl.[NH2:3][CH2:4][CH2:5][N:6]1[C:14]2[C:13]([NH:15][C:16]3[CH:21]=[CH:20][C:19]([O:22][C:23]4[CH:28]=[CH:27][CH:26]=[C:25]([Cl:29])[CH:24]=4)=[C:18]([Cl:30])[CH:17]=3)=[N:12][CH:11]=[N:10][C:9]=2[CH:8]=[CH:7]1.C([CH2:33][C:34](O)=[S:35])C.[OH:37]N1C2C=CC=CC=2N=N1.Cl.C(N=C=NC[CH2:54][CH2:55]N(C)C)C. (5) Given the product [S:12]([C:16]1[CH:17]=[CH:18][C:19]([NH:22][N:23]=[CH:7][C:6]2[CH:9]=[CH:10][C:3]([O:2][CH3:1])=[CH:4][CH:5]=2)=[CH:20][CH:21]=1)(=[O:15])(=[O:14])[NH2:13], predict the reactants needed to synthesize it. The reactants are: [CH3:1][O:2][C:3]1[CH:10]=[CH:9][C:6]([CH:7]=O)=[CH:5][CH:4]=1.Cl.[S:12]([C:16]1[CH:21]=[CH:20][C:19]([NH:22][NH2:23])=[CH:18][CH:17]=1)(=[O:15])(=[O:14])[NH2:13]. (6) Given the product [CH3:21][C@H:5]1[N:6]([C:8]([C:10]2[CH:15]=[CH:14][CH:13]=[CH:12][C:11]=2[N:16]2[N:20]=[CH:19][CH:18]=[N:17]2)=[O:9])[CH2:7][C@H:2]([O:1][C:25]2[C:30]([C:31]([OH:34])([CH3:33])[CH3:32])=[CH:29][CH:28]=[CH:27][N:26]=2)[CH2:3][CH2:4]1, predict the reactants needed to synthesize it. The reactants are: [OH:1][C@H:2]1[CH2:7][N:6]([C:8]([C:10]2[CH:15]=[CH:14][CH:13]=[CH:12][C:11]=2[N:16]2[N:20]=[CH:19][CH:18]=[N:17]2)=[O:9])[C@H:5]([CH3:21])[CH2:4][CH2:3]1.[H-].[Na+].F[C:25]1[C:30]([C:31]([OH:34])([CH3:33])[CH3:32])=[CH:29][CH:28]=[CH:27][N:26]=1. (7) Given the product [F:21][C:22]1[CH:23]=[CH:24][C:25]([C:28]([CH:30]2[CH2:35][CH2:34][N:33]([C:15](=[O:17])[CH2:14][O:13][C:10]3[CH:9]=[CH:8][C:7]([CH2:6][C@H:5]([O:18][CH3:19])[C:4]([OH:3])=[O:20])=[CH:12][CH:11]=3)[CH2:32][CH2:31]2)=[O:29])=[CH:26][CH:27]=1, predict the reactants needed to synthesize it. The reactants are: C([O:3][C:4](=[O:20])[C@@H:5]([O:18][CH3:19])[CH2:6][C:7]1[CH:12]=[CH:11][C:10]([O:13][CH2:14][C:15]([OH:17])=O)=[CH:9][CH:8]=1)C.[F:21][C:22]1[CH:27]=[CH:26][C:25]([C:28]([CH:30]2[CH2:35][CH2:34][NH:33][CH2:32][CH2:31]2)=[O:29])=[CH:24][CH:23]=1.C(O[C@@H](CC1C=CC(O[C@@H](C(=O)NCCC2C=CC(OC3C=CC=CC=3)=CC=2)C)=CC=1)C(O)=O)C. (8) Given the product [CH2:1]([N:8]1[CH2:9][CH:10]([CH3:17])[O:11][CH2:12][CH:13]1[CH2:14][CH2:15][OH:16])[C:2]1[CH:3]=[CH:4][CH:5]=[CH:6][CH:7]=1, predict the reactants needed to synthesize it. The reactants are: [CH2:1]([N:8]1[CH:13]([CH2:14][CH2:15][OH:16])[CH2:12][O:11][CH:10]([CH3:17])[C:9]1=O)[C:2]1[CH:7]=[CH:6][CH:5]=[CH:4][CH:3]=1.CO. (9) Given the product [Cl:17][C:14]1[CH:15]=[C:16]2[C:8]([C:19]3[CH:24]=[CH:23][N:22]=[C:21]([CH3:25])[CH:20]=3)([C:4]3[CH:5]=[CH:6][CH:7]=[C:2]([C:30]4[CH:31]=[N:26][CH:27]=[N:28][CH:29]=4)[CH:3]=3)[N:9]=[C:10]([NH2:18])[C:11]2=[N:12][CH:13]=1, predict the reactants needed to synthesize it. The reactants are: Br[C:2]1[CH:3]=[C:4]([C:8]2([C:19]3[CH:24]=[CH:23][N:22]=[C:21]([CH3:25])[CH:20]=3)[C:16]3[C:11](=[N:12][CH:13]=[C:14]([Cl:17])[CH:15]=3)[C:10]([NH2:18])=[N:9]2)[CH:5]=[CH:6][CH:7]=1.[N:26]1[CH:31]=[C:30](B(O)O)[CH:29]=[N:28][CH:27]=1. (10) Given the product [Br:1][C:2]1[C:3]2[CH:12]=[C:11]([C:13]([O:15][CH2:16][CH3:17])=[O:14])[N:10]([S:18]([C:21]3[CH:22]=[CH:23][C:24]([CH3:25])=[CH:26][CH:27]=3)(=[O:20])=[O:19])[C:4]=2[C:5](=[O:8])[NH:6][CH:7]=1, predict the reactants needed to synthesize it. The reactants are: [Br:1][C:2]1[CH:7]=[N:6][C:5]([O:8]C)=[C:4]2[N:10]([S:18]([C:21]3[CH:27]=[CH:26][C:24]([CH3:25])=[CH:23][CH:22]=3)(=[O:20])=[O:19])[C:11]([C:13]([O:15][CH2:16][CH3:17])=[O:14])=[CH:12][C:3]=12.[I-].[Na+].Cl[Si](C)(C)C.O.